Dataset: Full USPTO retrosynthesis dataset with 1.9M reactions from patents (1976-2016). Task: Predict the reactants needed to synthesize the given product. (1) Given the product [C:6]1([CH2:5][CH2:4][P:1]([OH:2])[OH:3])[CH:11]=[CH:10][CH:9]=[CH:8][CH:7]=1, predict the reactants needed to synthesize it. The reactants are: [PH2:1](=[O:3])[OH:2].[CH2:4]=[CH:5][C:6]1[CH:11]=[CH:10][CH:9]=[CH:8][CH:7]=1. (2) The reactants are: [F:1][C:2]1[CH:3]=[C:4]([C:20]([O:22]C)=O)[C:5]2[O:9][C:8]([C:10]3[CH:15]=[CH:14][C:13]([CH2:16][NH:17][CH3:18])=[CH:12][CH:11]=3)=[N:7][C:6]=2[CH:19]=1.O.[NH4+:25]. Given the product [F:1][C:2]1[CH:3]=[C:4]([C:20]([NH2:25])=[O:22])[C:5]2[O:9][C:8]([C:10]3[CH:15]=[CH:14][C:13]([CH2:16][NH:17][CH3:18])=[CH:12][CH:11]=3)=[N:7][C:6]=2[CH:19]=1, predict the reactants needed to synthesize it. (3) Given the product [C:1]([O:5][C:6]([NH:8][CH2:9][C:10]1[CH:11]=[CH:12][C:13]([N:16]2[C:22]3[CH:23]=[CH:24][CH:25]=[CH:26][C:21]=3[N:20]([CH2:27][C:28]([O:30][CH3:31])=[O:29])[C:19](=[O:32])[CH:18]([CH2:33][C:34]([OH:36])=[O:35])[C:17]2=[O:44])=[CH:14][CH:15]=1)=[O:7])([CH3:4])([CH3:2])[CH3:3], predict the reactants needed to synthesize it. The reactants are: [C:1]([O:5][C:6]([NH:8][CH2:9][C:10]1[CH:15]=[CH:14][C:13]([N:16]2[C:22]3[CH:23]=[CH:24][CH:25]=[CH:26][C:21]=3[N:20]([CH2:27][C:28]([O:30][CH3:31])=[O:29])[C:19](=[O:32])[CH:18]([CH2:33][C:34]([O:36]CC3C=CC=CC=3)=[O:35])[C:17]2=[O:44])=[CH:12][CH:11]=1)=[O:7])([CH3:4])([CH3:3])[CH3:2].